From a dataset of Reaction yield outcomes from USPTO patents with 853,638 reactions. Predict the reaction yield, written as a fraction of the theoretical maximum amount of product (1.0 means a 100% yield; for example, 0.34 means a 34% yield). (1) The yield is 0.170. The catalyst is C(Cl)Cl. The product is [C:18]1([C:15]2[CH:14]=[CH:13][C:12]([O:36][C:34](=[O:35])[N:33]([CH3:38])[C@H:29]3[C:30](=[O:32])[O:31][C@@H:28]3[CH:50]([CH3:52])[CH3:51])=[CH:17][CH:16]=2)[CH:19]=[CH:20][CH:21]=[CH:22][CH:23]=1. The reactants are O[C@H](C(C)C)[C@@H](N([C:12]1[CH:17]=[CH:16][C:15]([C:18]2[CH:23]=[CH:22][CH:21]=[CH:20][CH:19]=2)=[CH:14][CH:13]=1)C(OC)=O)C(O)=O.O[C@@H:28]([CH:50]([CH3:52])[CH3:51])[C@@H:29]([N:33]([C:38]1C=CC(C2C=CC=CC=2)=CC=1)[C:34]([O:36]C)=[O:35])[C:30]([OH:32])=[O:31].CCN(CC)CC.CN(C(ON1N=NC2C=CC=CC1=2)=[N+](C)C)C.[B-](F)(F)(F)F. (2) The reactants are [Cl:1][C:2]1[CH:15]=[C:14]([CH:16]=[CH2:17])[CH:13]=[CH:12][C:3]=1[CH2:4][NH:5][C:6]1[CH:11]=[CH:10][CH:9]=[CH:8][N:7]=1.Br[CH:19]([C:24]1[CH:25]=[C:26]([Cl:32])[C:27]([Cl:31])=[C:28]([Cl:30])[CH:29]=1)[C:20]([F:23])([F:22])[F:21].N1C=CC=CC=1C1C=CC=CN=1. The catalyst is ClC1C=CC=CC=1Cl.Cl[Cu]. The product is [Cl:1][C:2]1[CH:15]=[C:14](/[CH:16]=[CH:17]/[CH:19]([C:24]2[CH:25]=[C:26]([Cl:32])[C:27]([Cl:31])=[C:28]([Cl:30])[CH:29]=2)[C:20]([F:22])([F:21])[F:23])[CH:13]=[CH:12][C:3]=1[CH2:4][NH:5][C:6]1[CH:11]=[CH:10][CH:9]=[CH:8][N:7]=1. The yield is 0.350. (3) The yield is 0.350. No catalyst specified. The reactants are [Br:1][C:2]1[C:10]2[NH:9][N:8]=[CH:7][C:6]=2[C:5]2[CH2:11][N:12]([CH2:21][CH2:22][O:23][CH3:24])[C:13](=[O:20])[C@H:14]([CH2:16][C:17](O)=[O:18])[CH2:15][C:4]=2[CH:3]=1.Cl.[NH:26]1[CH2:31][CH2:30][CH:29]([C:32]2[C:33](=[O:42])[NH:34][C:35]3[C:40]([CH:41]=2)=[CH:39][CH:38]=[CH:37][CH:36]=3)[CH2:28][CH2:27]1.ClC1C2NN=CC=2C2CN(CC(C)(C)C)C(=O)[C@@H](CC(=O)N3CCC(N4CC5C(=CC=CC=5)NC4=O)CC3)CC=2C=1. The product is [Br:1][C:2]1[C:10]2[NH:9][N:8]=[CH:7][C:6]=2[C:5]2[CH2:11][N:12]([CH2:21][CH2:22][O:23][CH3:24])[C:13](=[O:20])[C@H:14]([CH2:16][C:17](=[O:18])[N:26]3[CH2:27][CH2:28][CH:29]([C:32]4[C:33](=[O:42])[NH:34][C:35]5[C:40]([CH:41]=4)=[CH:39][CH:38]=[CH:37][CH:36]=5)[CH2:30][CH2:31]3)[CH2:15][C:4]=2[CH:3]=1. (4) The reactants are [CH3:1][C:2]1[NH:3][C:4](=[O:12])O[C:6](=[O:11])[C:7]=1[CH:8]([CH3:10])[CH3:9].[H-].[Na+].[Cl:15][C:16]1[CH:23]=[CH:22][CH:21]=[CH:20][C:17]=1[CH2:18]Br.C(OCC)(=O)[CH2:25][C:26](OCC)=[O:27].[NH2:35][CH2:36][C:37]([O-:39])=[O:38].[Na+].Cl. The catalyst is CN(C)C=O.CC(O)=O. The product is [Cl:15][C:16]1[CH:23]=[CH:22][CH:21]=[CH:20][C:17]=1[CH2:18][N:3]1[C:2]([CH3:1])=[C:7]([CH:8]([CH3:9])[CH3:10])[C:6]([OH:11])=[C:25]([C:26]([NH:35][CH2:36][C:37]([OH:39])=[O:38])=[O:27])[C:4]1=[O:12]. The yield is 0.0238. (5) The reactants are [C:1]([N:20]1[CH:24]=[C:23](/[CH:25]=[CH:26]\[CH:27]2[CH2:32][CH2:31][N:30]([C:33]([O:35][C:36]([CH3:39])([CH3:38])[CH3:37])=[O:34])[CH2:29][CH2:28]2)[N:22]=[CH:21]1)([C:14]1[CH:19]=[CH:18][CH:17]=[CH:16][CH:15]=1)([C:8]1[CH:13]=[CH:12][CH:11]=[CH:10][CH:9]=1)[C:2]1[CH:7]=[CH:6][CH:5]=[CH:4][CH:3]=1. The catalyst is CO.[Pt]=O. The product is [C:1]([N:20]1[CH:24]=[C:23]([CH2:25][CH2:26][CH:27]2[CH2:32][CH2:31][N:30]([C:33]([O:35][C:36]([CH3:39])([CH3:38])[CH3:37])=[O:34])[CH2:29][CH2:28]2)[N:22]=[CH:21]1)([C:14]1[CH:19]=[CH:18][CH:17]=[CH:16][CH:15]=1)([C:8]1[CH:9]=[CH:10][CH:11]=[CH:12][CH:13]=1)[C:2]1[CH:3]=[CH:4][CH:5]=[CH:6][CH:7]=1. The yield is 0.990. (6) The reactants are [F:1][C:2]1[CH:7]=[CH:6][C:5]([C:8]2[C:9]3[C:10](=[N:27][N:28]([CH2:30][CH2:31][N:32]4C(=O)C5=CC=CC=C5C4=O)[CH:29]=3)[N:11]=[C:12]([C:20]3[CH:25]=[CH:24][C:23]([F:26])=[CH:22][CH:21]=3)[C:13]=2[C:14]2[CH:19]=[CH:18][N:17]=[CH:16][CH:15]=2)=[CH:4][CH:3]=1.O.NN.O.CCOC(C)=O. The catalyst is CCO. The product is [NH2:32][CH2:31][CH2:30][N:28]1[CH:29]=[C:9]2[C:10]([N:11]=[C:12]([C:20]3[CH:21]=[CH:22][C:23]([F:26])=[CH:24][CH:25]=3)[C:13]([C:14]3[CH:19]=[CH:18][N:17]=[CH:16][CH:15]=3)=[C:8]2[C:5]2[CH:6]=[CH:7][C:2]([F:1])=[CH:3][CH:4]=2)=[N:27]1. The yield is 0.830.